From a dataset of Catalyst prediction with 721,799 reactions and 888 catalyst types from USPTO. Predict which catalyst facilitates the given reaction. (1) Reactant: [Br:1][C:2]1[CH:11]=[CH:10][CH:9]=[C:8]2[C:3]=1[N:4]=[C:5](Cl)[C:6]([CH2:12][CH3:13])=[N:7]2.[C:15]([NH2:19])([CH3:18])([CH3:17])[CH3:16]. Product: [Br:1][C:2]1[CH:11]=[CH:10][CH:9]=[C:8]2[C:3]=1[N:4]=[C:5]([NH:19][C:15]([CH3:18])([CH3:17])[CH3:16])[C:6]([CH2:12][CH3:13])=[N:7]2. The catalyst class is: 16. (2) Reactant: [CH3:1][CH2:2][CH2:3][N:4]([C@@H:12]1[CH2:17][C:16]2[CH:18]=[CH:19][CH:20]=[C:21]([OH:22])[C:15]=2[CH2:14][CH2:13]1)[CH2:5][CH2:6][C:7]1[S:11][CH:10]=[CH:9][CH:8]=1.Cl.N. Product: [CH3:1][CH2:2][CH2:3][N:4]([C@@H:12]1[CH2:17][C:16]2[CH:18]=[CH:19][CH:20]=[C:21]([OH:22])[C:15]=2[CH2:14][CH2:13]1)[CH2:5][CH2:6][C:7]1[S:11][CH:10]=[CH:9][CH:8]=1. The catalyst class is: 6.